Dataset: Retrosynthesis with 50K atom-mapped reactions and 10 reaction types from USPTO. Task: Predict the reactants needed to synthesize the given product. (1) Given the product CCOC(=O)C1CCC(Oc2ccc(C(=O)NC3C4CC5CC(C4)CC3C5)cc2)CC1, predict the reactants needed to synthesize it. The reactants are: CCOC(=O)C1CCC(O)CC1.O=C(NC1C2CC3CC(C2)CC1C3)c1ccc(O)cc1. (2) Given the product C[C@@H](C(=O)N[C@H](C(=O)N1C[C@H]2CCCN2C[C@H]1CN(C(=O)OC(C)(C)C)[C@@H]1CCCc2ccccc21)C1CCCCC1)N(C)C(=O)OC(C)(C)C, predict the reactants needed to synthesize it. The reactants are: CC(C)(C)OC(=O)N(C[C@@H]1CN2CCC[C@@H]2CN1)[C@@H]1CCCc2ccccc21.C[C@@H](C(=O)N[C@H](C(=O)O)C1CCCCC1)N(C)C(=O)OC(C)(C)C. (3) Given the product O=C(O)c1c2n(c3cc4c(cc3c1=O)OCO4)CCS2, predict the reactants needed to synthesize it. The reactants are: CCOC(=O)c1c2n(c3cc4c(cc3c1=O)OCO4)CCS2. (4) Given the product Cc1onc(-c2ccccc2)c1COc1ccc(C(=O)NC(C)(C)C)cn1, predict the reactants needed to synthesize it. The reactants are: CC(C)(C)N.Cc1onc(-c2ccccc2)c1COc1ccc(C(=O)O)cn1.